From a dataset of Reaction yield outcomes from USPTO patents with 853,638 reactions. Predict the reaction yield, written as a fraction of the theoretical maximum amount of product (1.0 means a 100% yield; for example, 0.34 means a 34% yield). The reactants are [NH:1]1[CH2:6][CH2:5][O:4][CH2:3][CH2:2]1.Cl[CH2:8][CH2:9][O:10][C:11]1[CH:20]=[C:19]2[C:14]([C:15]([OH:21])=[N:16][CH:17]=[N:18]2)=[CH:13][C:12]=1[O:22][CH3:23]. The catalyst is C(Cl)Cl. The product is [OH:21][C:15]1[C:14]2[C:19](=[CH:20][C:11]([O:10][CH2:9][CH2:8][N:1]3[CH2:6][CH2:5][O:4][CH2:3][CH2:2]3)=[C:12]([O:22][CH3:23])[CH:13]=2)[N:18]=[CH:17][N:16]=1. The yield is 0.460.